Dataset: Full USPTO retrosynthesis dataset with 1.9M reactions from patents (1976-2016). Task: Predict the reactants needed to synthesize the given product. (1) Given the product [CH3:1][O:2][CH2:3][C:4]([N:6]1[CH:10]=[C:9]([N+:11]([O-:13])=[O:12])[N:8]=[CH:7]1)([CH3:14])[CH3:5], predict the reactants needed to synthesize it. The reactants are: [CH3:1][O:2][C:3](=O)[C:4]([CH3:14])([N:6]1[CH:10]=[C:9]([N+:11]([O-:13])=[O:12])[N:8]=[CH:7]1)[CH3:5].[BH4-].[Na+].CI.[H-].[Na+]. (2) Given the product [C:1]([O:5][C:6]([NH:8][C@@H:9]1[C@H:14]([NH:15][C:16]2[N:21]=[C:20]([C:42]3[S:43][C:39]4[CH:38]=[N:37][N:36]([CH3:35])[C:40]=4[CH:41]=3)[C:19]3[C:23](=[O:33])[N:24]([C:26]([O:28][C:29]([CH3:32])([CH3:31])[CH3:30])=[O:27])[CH2:25][C:18]=3[C:17]=2[F:34])[CH2:13][CH2:12][O:11][CH2:10]1)=[O:7])([CH3:4])([CH3:3])[CH3:2], predict the reactants needed to synthesize it. The reactants are: [C:1]([O:5][C:6]([NH:8][C@@H:9]1[C@H:14]([NH:15][C:16]2[N:21]=[C:20](Cl)[C:19]3[C:23](=[O:33])[N:24]([C:26]([O:28][C:29]([CH3:32])([CH3:31])[CH3:30])=[O:27])[CH2:25][C:18]=3[C:17]=2[F:34])[CH2:13][CH2:12][O:11][CH2:10]1)=[O:7])([CH3:4])([CH3:3])[CH3:2].[CH3:35][N:36]1[C:40]2[CH:41]=[C:42]([Sn](CCCC)(CCCC)CCCC)[S:43][C:39]=2[C:38](C)=[N:37]1. (3) Given the product [Cl:13][C:7]1[N:8]=[CH:9][C:10]2[C:5]([CH:6]=1)=[CH:4][CH:3]=[C:2]([C:14]#[N:15])[C:11]=2[CH3:12], predict the reactants needed to synthesize it. The reactants are: Br[C:2]1[C:11]([CH3:12])=[C:10]2[C:5]([CH:6]=[C:7]([Cl:13])[N:8]=[CH:9]2)=[CH:4][CH:3]=1.[C:14]([Cu])#[N:15].CN(C=O)C. (4) Given the product [CH2:3]1[C:4]2[C:9](=[CH:8][CH:7]=[CH:6][CH:5]=2)[CH2:1][CH:2]1[CH2:10][C:11]1([NH2:12])[CH2:14][CH2:13]1, predict the reactants needed to synthesize it. The reactants are: [CH2:1]1[C:9]2[C:4](=[CH:5][CH:6]=[CH:7][CH:8]=2)[CH2:3][CH:2]1[CH2:10][C:11]#[N:12].[CH2:13]([Mg]Br)[CH3:14].